This data is from Forward reaction prediction with 1.9M reactions from USPTO patents (1976-2016). The task is: Predict the product of the given reaction. Given the reactants [CH2:1]([CH:3]([CH2:25][CH2:26][CH2:27][CH3:28])[CH2:4][CH:5]([N:14]1C(=O)C2C(=CC=CC=2)C1=O)[CH2:6][CH:7]([CH2:12][CH3:13])[CH2:8][CH2:9][CH2:10][CH3:11])[CH3:2].N#N.O.NN.Cl.[OH-].[Na+], predict the reaction product. The product is: [CH2:1]([CH:3]([CH2:25][CH2:26][CH2:27][CH3:28])[CH2:4][CH:5]([NH2:14])[CH2:6][CH:7]([CH2:12][CH3:13])[CH2:8][CH2:9][CH2:10][CH3:11])[CH3:2].